Dataset: Catalyst prediction with 721,799 reactions and 888 catalyst types from USPTO. Task: Predict which catalyst facilitates the given reaction. (1) Reactant: [CH3:1][C:2]1[CH:26]=[CH:25][C:5]2[S:6][C:7]([C:9]3[C:13]([C:14](O)=[O:15])=[CH:12][N:11]([CH2:17][O:18][CH2:19][CH2:20][Si:21]([CH3:24])([CH3:23])[CH3:22])[N:10]=3)=[CH:8][C:4]=2[CH:3]=1.[CH3:27][C:28]([NH2:31])([CH3:30])[CH3:29].Cl.C(N=C=NCCCN(C)C)C.C1C=CC2N(O)N=NC=2C=1. Product: [C:28]([NH:31][C:14]([C:13]1[C:9]([C:7]2[S:6][C:5]3[CH:25]=[CH:26][C:2]([CH3:1])=[CH:3][C:4]=3[CH:8]=2)=[N:10][N:11]([CH2:17][O:18][CH2:19][CH2:20][Si:21]([CH3:24])([CH3:23])[CH3:22])[CH:12]=1)=[O:15])([CH3:30])([CH3:29])[CH3:27]. The catalyst class is: 3. (2) Reactant: [NH2:1][CH:2]([CH:5]1[CH2:10][CH2:9][N:8]([O:11][CH3:12])[CH2:7][CH2:6]1)[C:3]#[N:4].CCN(CC)CC.[CH3:20][C:21]1[CH:26]=[C:25]([CH3:27])[CH:24]=[C:23]([CH3:28])[C:22]=1[CH2:29][C:30](Cl)=[O:31].O. Product: [C:3]([CH:2]([CH:5]1[CH2:6][CH2:7][N:8]([O:11][CH3:12])[CH2:9][CH2:10]1)[NH:1][C:30](=[O:31])[CH2:29][C:22]1[C:21]([CH3:20])=[CH:26][C:25]([CH3:27])=[CH:24][C:23]=1[CH3:28])#[N:4]. The catalyst class is: 1. (3) Reactant: [CH:1]1([N:6]2[C:15]3[N:14]=[C:13]([N:16]4[CH2:20][CH2:19][CH2:18][CH2:17]4)[N:12]=[CH:11][C:10]=3[NH:9][C:8](=O)[C@H:7]2[CH2:22]C)[CH2:5][CH2:4][CH2:3][CH2:2]1.CC(C)([O-])C.[K+].C(OP(Cl)(O[CH2:36][CH3:37])=O)C.[NH2:39][NH2:40].C(OC)(OC)OC. Product: [CH:1]1([N:6]2[C:15]3[N:14]=[C:13]([N:16]4[CH2:17][CH2:18][CH2:19][CH2:20]4)[N:12]=[CH:11][C:10]=3[N:9]3[CH:8]=[N:39][N:40]=[C:22]3[C@H:7]2[CH2:36][CH3:37])[CH2:2][CH2:3][CH2:4][CH2:5]1. The catalyst class is: 1. (4) Reactant: [F:1][C:2]1[CH:3]=[C:4]([CH:14]=[CH:15][CH:16]=1)[CH2:5][C:6]1[O:10][N:9]=[C:8]([C:11]([OH:13])=O)[CH:7]=1.[CH3:17][O:18][C:19]1[CH:27]=[C:26]2[C:22]([C:23]([CH2:28][CH2:29][NH2:30])=[CH:24][NH:25]2)=[CH:21][CH:20]=1.CN(C(ON1N=NC2C=CC=NC1=2)=[N+](C)C)C.F[P-](F)(F)(F)(F)F. Product: [F:1][C:2]1[CH:3]=[C:4]([CH:14]=[CH:15][CH:16]=1)[CH2:5][C:6]1[O:10][N:9]=[C:8]([C:11]([NH:30][CH2:29][CH2:28][C:23]2[C:22]3[C:26](=[CH:27][C:19]([O:18][CH3:17])=[CH:20][CH:21]=3)[NH:25][CH:24]=2)=[O:13])[CH:7]=1. The catalyst class is: 3. (5) Reactant: [Br:1][C:2]1[N:7]=[C:6]2[C:8]([C:11]([NH:13][C:14]([CH3:25])([CH3:24])[CH2:15][O:16][Si:17]([C:20]([CH3:23])([CH3:22])[CH3:21])([CH3:19])[CH3:18])=[O:12])=[CH:9][NH:10][C:5]2=[N:4][CH:3]=1.[C:26]([O:32][CH2:33]Cl)(=[O:31])[C:27]([CH3:30])([CH3:29])[CH3:28].C([O-])([O-])=O.[K+].[K+].O. The catalyst class is: 3. Product: [C:26]([O:32][CH2:33][N:10]1[C:5]2[C:6](=[N:7][C:2]([Br:1])=[CH:3][N:4]=2)[C:8]([C:11](=[O:12])[NH:13][C:14]([CH3:25])([CH3:24])[CH2:15][O:16][Si:17]([C:20]([CH3:23])([CH3:22])[CH3:21])([CH3:18])[CH3:19])=[CH:9]1)(=[O:31])[C:27]([CH3:30])([CH3:29])[CH3:28]. (6) Reactant: [Cl-].[Cl:2]C=[N+](C)C.[C:7]([C:10]1[CH:17]=[CH:16][C:13]([CH:14]=[O:15])=[CH:12][CH:11]=1)(O)=[O:8]. Product: [CH:14]([C:13]1[CH:16]=[CH:17][C:10]([C:7]([Cl:2])=[O:8])=[CH:11][CH:12]=1)=[O:15]. The catalyst class is: 2. (7) Reactant: [Cl:1]N1C(=O)CCC1=O.[F:9][C:10]1[CH:15]=[CH:14][C:13]([N:16]2[CH2:21][CH2:20][C:19]3=[N:22][C:23]([CH2:25][O:26][C:27]4[CH:32]=[CH:31][CH:30]=[CH:29][CH:28]=4)=[CH:24][N:18]3[C:17]2=[O:33])=[CH:12][CH:11]=1. Product: [Cl:1][C:24]1[N:18]2[C:17](=[O:33])[N:16]([C:13]3[CH:14]=[CH:15][C:10]([F:9])=[CH:11][CH:12]=3)[CH2:21][CH2:20][C:19]2=[N:22][C:23]=1[CH2:25][O:26][C:27]1[CH:28]=[CH:29][CH:30]=[CH:31][CH:32]=1. The catalyst class is: 3. (8) Reactant: [NH2:1][C:2]1[N:7]=[C:6](/[CH:8]=[C:9]2/[C:10](=[O:15])[NH:11][C:12](=[O:14])[S:13]/2)[CH:5]=[CH:4][N:3]=1.[F:16][C:17]([F:28])([F:27])[C:18]1[CH:19]=[CH:20][C:21]([C:24](Cl)=[O:25])=[N:22][CH:23]=1.C(N(CC)CC)C.C(=O)(O)[O-].[Na+]. Product: [O:14]=[C:12]1[NH:11][C:10](=[O:15])/[C:9](=[CH:8]/[C:6]2[CH:5]=[CH:4][N:3]=[C:2]([NH:1][C:24](=[O:25])[C:21]3[CH:20]=[CH:19][C:18]([C:17]([F:27])([F:16])[F:28])=[CH:23][N:22]=3)[N:7]=2)/[S:13]1. The catalyst class is: 17. (9) Reactant: [C:1]([O:5][C:6]([C@@H:8]1[N:12]([CH2:13][C:14]2[CH:19]=[CH:18][CH:17]=[CH:16][CH:15]=2)[C@H:11]([CH:20]=[CH2:21])[C@H:10]([CH2:22][OH:23])[CH2:9]1)=[O:7])([CH3:4])([CH3:3])[CH3:2].[Si:24](Cl)([C:37]([CH3:40])([CH3:39])[CH3:38])([C:31]1[CH:36]=[CH:35][CH:34]=[CH:33][CH:32]=1)[C:25]1[CH:30]=[CH:29][CH:28]=[CH:27][CH:26]=1.N1C=CN=C1. Product: [C:1]([O:5][C:6]([C@@H:8]1[N:12]([CH2:13][C:14]2[CH:15]=[CH:16][CH:17]=[CH:18][CH:19]=2)[C@H:11]([CH:20]=[CH2:21])[C@H:10]([CH2:22][O:23][Si:24]([C:37]([CH3:40])([CH3:39])[CH3:38])([C:31]2[CH:32]=[CH:33][CH:34]=[CH:35][CH:36]=2)[C:25]2[CH:30]=[CH:29][CH:28]=[CH:27][CH:26]=2)[CH2:9]1)=[O:7])([CH3:4])([CH3:3])[CH3:2]. The catalyst class is: 4.